From a dataset of Full USPTO retrosynthesis dataset with 1.9M reactions from patents (1976-2016). Predict the reactants needed to synthesize the given product. (1) Given the product [O:17]1[CH2:18][CH2:19][N:14]([C:4]2[N:5]=[C:6]([N:8]3[CH2:13][CH2:12][O:11][CH2:10][CH2:9]3)[N:7]=[C:2]([C:24]3[CH:23]=[N:22][C:21]([NH2:20])=[N:26][CH:25]=3)[N:3]=2)[CH2:15][CH2:16]1, predict the reactants needed to synthesize it. The reactants are: Cl[C:2]1[N:7]=[C:6]([N:8]2[CH2:13][CH2:12][O:11][CH2:10][CH2:9]2)[N:5]=[C:4]([N:14]2[CH2:19][CH2:18][O:17][CH2:16][CH2:15]2)[N:3]=1.[NH2:20][C:21]1[N:26]=[CH:25][C:24](B2OC(C)(C)C(C)(C)O2)=[CH:23][N:22]=1. (2) Given the product [Si:7]([O:14][C@H:15]1[CH2:24][C:23]([CH3:26])([CH3:25])[CH2:22][C:21]2[N:20]=[C:19]([CH:27]3[CH2:28][CH2:29][CH2:30][CH2:31]3)[C:18]([C@H:32]([C:34]3[CH:35]=[CH:36][C:37]([C:40]([F:43])([F:42])[F:41])=[CH:38][CH:39]=3)[OH:33])=[C:17]([CH:44]3[CH2:45][CH2:46][CH2:47][CH2:48][CH2:49]3)[C:16]1=2)([C:10]([CH3:11])([CH3:12])[CH3:13])([CH3:9])[CH3:8], predict the reactants needed to synthesize it. The reactants are: [H-].[Al+3].[Li+].[H-].[H-].[H-].[Si:7]([O:14][C@H:15]1[CH2:24][C:23]([CH3:26])([CH3:25])[CH2:22][C:21]2[N:20]=[C:19]([CH:27]3[CH2:31][CH2:30][CH2:29][CH2:28]3)[C:18]([C:32]([C:34]3[CH:39]=[CH:38][C:37]([C:40]([F:43])([F:42])[F:41])=[CH:36][CH:35]=3)=[O:33])=[C:17]([CH:44]3[CH2:49][CH2:48][CH2:47][CH2:46][CH2:45]3)[C:16]1=2)([C:10]([CH3:13])([CH3:12])[CH3:11])([CH3:9])[CH3:8].C(C(C(C([O-])=O)O)O)([O-])=O.[K+].[Na+]. (3) Given the product [CH2:1]=[C:2]1[CH2:7][CH2:6][O:5][C:3]1=[O:4].[C:8]([OH:12])(=[O:11])[CH:9]=[CH2:10].[CH2:13]([O:16][CH2:17][C:18]([CH2:21][OH:22])([CH2:23][OH:24])[CH2:19][OH:20])[CH:14]=[CH2:15], predict the reactants needed to synthesize it. The reactants are: [CH2:1]=[C:2]1[CH2:7][CH2:6][O:5][C:3]1=[O:4].[C:8]([OH:12])(=[O:11])[CH:9]=[CH2:10].[CH2:13]([O:16][CH2:17][C:18]([CH2:23][OH:24])([CH2:21][OH:22])[CH2:19][OH:20])[CH:14]=[CH2:15].S([O-])(OCCCCCCCCCCCC)(=O)=O.[Na+].S(OOS([O-])(=O)=O)([O-])(=O)=O.[Na+].[Na+].[OH-].[Na+]. (4) Given the product [Cl:39][C:33]1[CH:34]=[CH:35][CH:36]=[C:37]([F:38])[C:32]=1[N:24]1[C:23](=[O:40])[C:22]2[CH:21]=[N:20][C:19]([NH:18][C:12]3[CH:13]=[N:14][C:15]4[CH2:16][CH2:17][NH:8][CH2:9][C:10]=4[CH:11]=3)=[N:28][C:27]=2[N:26]2[CH:29]=[CH:30][N:31]=[C:25]12.[F:41][C:42]([F:47])([F:46])[C:43]([OH:45])=[O:44], predict the reactants needed to synthesize it. The reactants are: C(OC([N:8]1[CH2:17][CH2:16][C:15]2[N:14]=[CH:13][C:12]([NH:18][C:19]3[N:28]=[C:27]4[C:22]([C:23](=[O:40])[N:24]([C:32]5[C:37]([F:38])=[CH:36][CH:35]=[CH:34][C:33]=5[Cl:39])[C:25]5[N:26]4[CH:29]=[CH:30][N:31]=5)=[CH:21][N:20]=3)=[CH:11][C:10]=2[CH2:9]1)=O)(C)(C)C.[F:41][C:42]([F:47])([F:46])[C:43]([OH:45])=[O:44]. (5) Given the product [CH2:22]([O:21][P:19]([CH2:18][O:17][CH2:16][C:5]1[N:6]([CH2:11][C:12]([CH3:15])([CH3:14])[CH3:13])[C:7]2[C:3]([N:4]=1)=[C:2]([NH2:27])[N:10]=[CH:9][N:8]=2)([O:24][CH2:25][CH3:26])=[O:20])[CH3:23], predict the reactants needed to synthesize it. The reactants are: Cl[C:2]1[N:10]=[CH:9][N:8]=[C:7]2[C:3]=1[N:4]=[C:5]([CH2:16][O:17][CH2:18][P:19]([O:24][CH2:25][CH3:26])([O:21][CH2:22][CH3:23])=[O:20])[N:6]2[CH2:11][C:12]([CH3:15])([CH3:14])[CH3:13].[NH3:27]. (6) Given the product [OH:1][C:2]1[CH:7]=[C:6]([CH3:8])[N:5]([CH3:9])[C:4](=[O:10])[C:3]=1[C:11](=[O:21])[CH:12]=[CH:13][C:14]1[CH:19]=[CH:18][CH:17]=[C:16]([O:20][CH2:26][CH2:27][N:28]([CH3:30])[CH3:29])[CH:15]=1, predict the reactants needed to synthesize it. The reactants are: [OH:1][C:2]1[CH:7]=[C:6]([CH3:8])[N:5]([CH3:9])[C:4](=[O:10])[C:3]=1[C:11](=[O:21])[CH:12]=[CH:13][C:14]1[CH:19]=[CH:18][CH:17]=[C:16]([OH:20])[CH:15]=1.[H-].[Na+].Cl.Cl[CH2:26][CH2:27][N:28]([CH3:30])[CH3:29]. (7) Given the product [OH:1][C@@H:2]([CH2:6][C:7]1[CH:12]=[CH:11][C:10]([OH:13])=[C:9]([NH:14][S:18]([CH3:17])(=[O:20])=[O:19])[CH:8]=1)[C:3]([OH:5])=[O:4], predict the reactants needed to synthesize it. The reactants are: [OH:1][C@@H:2]([CH2:6][C:7]1[CH:12]=[CH:11][C:10]([OH:13])=[C:9]([N+:14]([O-])=O)[CH:8]=1)[C:3]([OH:5])=[O:4].[CH3:17][S:18](Cl)(=[O:20])=[O:19].